From a dataset of Forward reaction prediction with 1.9M reactions from USPTO patents (1976-2016). Predict the product of the given reaction. (1) The product is: [F:12][C:13]1[CH:14]=[C:15]([N:16]2[CH:4]=[CH:5][CH:6]=[C:7]([C:8]([O:10][CH3:11])=[O:9])[C:2]2=[O:3])[CH:17]=[CH:18][C:19]=1[O:20][C:21]1[C:30]2[C:25](=[CH:26][C:27]([O:33][CH2:34][CH2:35][CH2:36][N:37]3[CH2:42][CH2:41][O:40][CH2:39][CH2:38]3)=[C:28]([O:31][CH3:32])[CH:29]=2)[N:24]=[CH:23][CH:22]=1. Given the reactants O=[C:2]1[C:7]([C:8]([O:10][CH3:11])=[O:9])=[CH:6][CH:5]=[CH:4][O:3]1.[F:12][C:13]1[CH:14]=[C:15]([CH:17]=[CH:18][C:19]=1[O:20][C:21]1[C:30]2[C:25](=[CH:26][C:27]([O:33][CH2:34][CH2:35][CH2:36][N:37]3[CH2:42][CH2:41][O:40][CH2:39][CH2:38]3)=[C:28]([O:31][CH3:32])[CH:29]=2)[N:24]=[CH:23][CH:22]=1)[NH2:16], predict the reaction product. (2) Given the reactants [C:1]([C:3]1[N:7]2[CH:8]=[C:9]([C:13]3[CH:18]=[CH:17][C:16]([C:19]([F:22])([F:21])[F:20])=[CH:15][CH:14]=3)[CH:10]=[C:11]([CH3:12])[C:6]2=[N:5][CH:4]=1)#[CH:2].[OH:23][CH2:24][C:25]([NH:28][S:29]([C:32]1[CH:33]=[N:34][CH:35]=[C:36](Br)[CH:37]=1)(=[O:31])=[O:30])([CH3:27])[CH3:26], predict the reaction product. The product is: [OH:23][CH2:24][C:25]([NH:28][S:29]([C:32]1[CH:33]=[N:34][CH:35]=[C:36]([C:2]#[C:1][C:3]2[N:7]3[CH:8]=[C:9]([C:13]4[CH:18]=[CH:17][C:16]([C:19]([F:21])([F:22])[F:20])=[CH:15][CH:14]=4)[CH:10]=[C:11]([CH3:12])[C:6]3=[N:5][CH:4]=2)[CH:37]=1)(=[O:31])=[O:30])([CH3:27])[CH3:26]. (3) Given the reactants [F:1][C:2]1[CH:7]=[CH:6][CH:5]=[CH:4][C:3]=1[C:8]1[CH:13]=[CH:12][C:11]([C:14]2[NH:18][C:17]3[CH:19]=[C:20]([S:23][CH3:24])[CH:21]=[CH:22][C:16]=3[N:15]=2)=[CH:10][CH:9]=1.CO.I([O-])(=O)(=O)=[O:28].[Na+], predict the reaction product. The product is: [F:1][C:2]1[CH:7]=[CH:6][CH:5]=[CH:4][C:3]=1[C:8]1[CH:9]=[CH:10][C:11]([C:14]2[NH:18][C:17]3[CH:19]=[C:20]([S:23]([CH3:24])=[O:28])[CH:21]=[CH:22][C:16]=3[N:15]=2)=[CH:12][CH:13]=1. (4) The product is: [Cl:1][C:2]1[CH:7]=[CH:6][CH:5]=[CH:4][C:3]=1[S:8]([NH:11][C:12]1[C:17]([C:18]2[CH:19]=[CH:20][C:21]([CH2:24][N:27]([CH3:26])[C:28]3[CH:33]=[CH:32][CH:31]=[CH:30][CH:29]=3)=[CH:22][CH:23]=2)=[N:16][CH:15]=[CH:14][N:13]=1)(=[O:10])=[O:9]. Given the reactants [Cl:1][C:2]1[CH:7]=[CH:6][CH:5]=[CH:4][C:3]=1[S:8]([NH:11][C:12]1[C:17]([C:18]2[CH:23]=[CH:22][C:21]([CH2:24]Cl)=[CH:20][CH:19]=2)=[N:16][CH:15]=[CH:14][N:13]=1)(=[O:10])=[O:9].[CH3:26][NH:27][C:28]1[CH:33]=[CH:32][CH:31]=[CH:30][CH:29]=1, predict the reaction product. (5) Given the reactants [H-].[Na+].C1(C)C=CC=CC=1.C(OP([CH2:18][C:19]([O:21][CH2:22][CH3:23])=[O:20])(OCC)=O)C.[CH3:24][O:25][C:26]1[CH:27]=[C:28]2[C:32](=[CH:33][CH:34]=1)[C:31](=O)[CH2:30][CH2:29]2, predict the reaction product. The product is: [CH3:24][O:25][C:26]1[CH:27]=[C:28]2[C:32](=[CH:33][CH:34]=1)/[C:31](=[CH:18]/[C:19]([O:21][CH2:22][CH3:23])=[O:20])/[CH2:30][CH2:29]2. (6) Given the reactants [NH2:1][C:2]1[C:3]([N:8]2[CH2:13][CH2:12][NH:11][CH2:10][CH:9]2[C:14]([O:16][C:17]([CH3:20])([CH3:19])[CH3:18])=[O:15])=[N:4][CH:5]=[CH:6][CH:7]=1.[CH3:21][C:22]([CH3:24])=O.CC(O)=O.[BH-](OC(C)=O)(OC(C)=O)OC(C)=O.[Na+].C([O-])(O)=O.[Na+], predict the reaction product. The product is: [C:14]([CH:9]1[CH2:10][NH:11][CH2:12][CH2:13][N:8]1[C:3]1[C:2]([NH:1][CH:22]([CH3:24])[CH3:21])=[CH:7][CH:6]=[CH:5][N:4]=1)([O:16][C:17]([CH3:20])([CH3:19])[CH3:18])=[O:15]. (7) The product is: [O:16]1[C:20]2[CH:21]=[CH:22][CH:23]=[CH:24][C:19]=2[CH:18]=[C:17]1[S:25]([NH:1][C:2]1[CH:7]=[C:6]([Cl:8])[CH:5]=[CH:4][C:3]=1[S:9][CH2:10][CH2:11][C:12]([O:14][CH3:15])=[O:13])(=[O:27])=[O:26]. Given the reactants [NH2:1][C:2]1[CH:7]=[C:6]([Cl:8])[CH:5]=[CH:4][C:3]=1[S:9][CH2:10][CH2:11][C:12]([O:14][CH3:15])=[O:13].[O:16]1[C:20]2[CH:21]=[CH:22][CH:23]=[CH:24][C:19]=2[CH:18]=[C:17]1[S:25](Cl)(=[O:27])=[O:26], predict the reaction product.